From a dataset of Forward reaction prediction with 1.9M reactions from USPTO patents (1976-2016). Predict the product of the given reaction. The product is: [C:8]1([C:6]2[N:7]=[C:2]([NH:26][C:27]3[CH:35]=[CH:34][C:30]([C:31]([NH2:33])=[O:32])=[CH:29][CH:28]=3)[C:3]3[NH:16][N:15]=[CH:14][C:4]=3[N:5]=2)[CH:9]=[CH:10][CH:11]=[CH:12][CH:13]=1. Given the reactants Cl[C:2]1[C:3]2[C:4](=[CH:14][N:15](CC3C=CC(OC)=CC=3)[N:16]=2)[N:5]=[C:6]([C:8]2[CH:13]=[CH:12][CH:11]=[CH:10][CH:9]=2)[N:7]=1.[NH2:26][C:27]1[CH:35]=[CH:34][C:30]([C:31]([NH2:33])=[O:32])=[CH:29][CH:28]=1.Cl, predict the reaction product.